This data is from Reaction yield outcomes from USPTO patents with 853,638 reactions. The task is: Predict the reaction yield, written as a fraction of the theoretical maximum amount of product (1.0 means a 100% yield; for example, 0.34 means a 34% yield). (1) The reactants are C([O:8][C@@H](C)CO)C1C=CC=CC=1.[CH2:13]([S:15]([C:18]1[CH:19]=[C:20]([C:24]2[C:29]3[C:30]4[CH:36]=[C:35]([CH3:37])[CH:34]=[N:33][C:31]=4[NH:32][C:28]=3[C:27]([O:38][CH2:39][CH2:40][CH2:41]N(C)C)=[N:26][CH:25]=2)[CH:21]=[CH:22][CH:23]=1)(=[O:17])=[O:16])[CH3:14]. The catalyst is CO.[Pd]. The product is [CH2:13]([S:15]([C:18]1[CH:19]=[C:20]([C:24]2[C:29]3[C:30]4[CH:36]=[C:35]([CH3:37])[CH:34]=[N:33][C:31]=4[NH:32][C:28]=3[C:27]([O:38][CH2:39][C@H:40]([OH:8])[CH3:41])=[N:26][CH:25]=2)[CH:21]=[CH:22][CH:23]=1)(=[O:16])=[O:17])[CH3:14]. The yield is 0.560. (2) The reactants are C([O:3][C:4]([CH:6]1[CH2:11][CH2:10][N:9]([C:12](=[O:43])[C:13]2[CH:18]=[CH:17][CH:16]=[C:15]([C@@H:19]([N:27]3[CH2:32][C@@H:31]([CH3:33])[N:30]([CH2:34][C:35]4[CH:40]=[CH:39][CH:38]=[C:37]([F:41])[CH:36]=4)[CH2:29][C@@H:28]3[CH3:42])[C:20]3[CH:25]=[CH:24][CH:23]=[C:22]([OH:26])[CH:21]=3)[CH:14]=2)[CH2:8][CH2:7]1)=[O:5])C.[OH-].[Na+].Cl.O. The catalyst is C1COCC1.CO. The product is [F:41][C:37]1[CH:36]=[C:35]([CH:40]=[CH:39][CH:38]=1)[CH2:34][N:30]1[C@H:31]([CH3:33])[CH2:32][N:27]([C@@H:19]([C:20]2[CH:25]=[CH:24][CH:23]=[C:22]([OH:26])[CH:21]=2)[C:15]2[CH:14]=[C:13]([CH:18]=[CH:17][CH:16]=2)[C:12]([N:9]2[CH2:8][CH2:7][CH:6]([C:4]([OH:5])=[O:3])[CH2:11][CH2:10]2)=[O:43])[C@@H:28]([CH3:42])[CH2:29]1. The yield is 0.410. (3) The reactants are C[Si](Cl)(C)C.BrCCBr.I[CH:11]1[CH2:16][CH2:15][N:14]([C:17]([O:19][CH2:20][C:21]2[CH:26]=[CH:25][CH:24]=[CH:23][CH:22]=2)=[O:18])[CH2:13][CH2:12]1.Cl[C:28]1[C:37]([O:38][CH:39]2[CH2:42][N:41]([C:43]3[CH:52]=[CH:51][C:50]4[C:45](=[CH:46][CH:47]=[CH:48][CH:49]=4)[N:44]=3)[CH2:40]2)=[N:36][C:35]2[C:30](=[CH:31][CH:32]=[CH:33][CH:34]=2)[N:29]=1. The catalyst is CC(N(C)C)=O.[Zn].[Cu]I.C1C=CC(P(C2C=CC=CC=2)[C-]2C=CC=C2)=CC=1.C1C=CC(P(C2C=CC=CC=2)[C-]2C=CC=C2)=CC=1.Cl[Pd]Cl.[Fe+2].ClCCl.C(OCC)(=O)C. The product is [N:44]1[C:45]2[C:50](=[CH:49][CH:48]=[CH:47][CH:46]=2)[CH:51]=[CH:52][C:43]=1[N:41]1[CH2:40][CH:39]([O:38][C:37]2[C:28]([CH:11]3[CH2:16][CH2:15][N:14]([C:17]([O:19][CH2:20][C:21]4[CH:26]=[CH:25][CH:24]=[CH:23][CH:22]=4)=[O:18])[CH2:13][CH2:12]3)=[N:29][C:30]3[C:35]([N:36]=2)=[CH:34][CH:33]=[CH:32][CH:31]=3)[CH2:42]1. The yield is 0.920.